From a dataset of Catalyst prediction with 721,799 reactions and 888 catalyst types from USPTO. Predict which catalyst facilitates the given reaction. Reactant: C(OC([N:8]1[C:13]2[CH:14]=[C:15]([Cl:21])[C:16]([N:18]([CH3:20])[CH3:19])=[CH:17][C:12]=2[O:11][CH:10]([C:22](=[O:33])NC(C2C=CC=CC=2)CO)[CH2:9]1)=O)(C)(C)C.[OH:34]S(O)(=O)=O. Product: [Cl:21][C:15]1[C:16]([N:18]([CH3:19])[CH3:20])=[CH:17][C:12]2[O:11][CH:10]([C:22]([OH:33])=[O:34])[CH2:9][NH:8][C:13]=2[CH:14]=1. The catalyst class is: 38.